This data is from Reaction yield outcomes from USPTO patents with 853,638 reactions. The task is: Predict the reaction yield, written as a fraction of the theoretical maximum amount of product (1.0 means a 100% yield; for example, 0.34 means a 34% yield). (1) The reactants are [CH2:1]([O:3][C:4](=[O:8])[C:5](Cl)=[O:6])[CH3:2].[Cl:9][C:10]1[S:11][CH:12]=[CH:13][C:14]=1[Cl:15].[Al+3].[Cl-].[Cl-].[Cl-]. The catalyst is [N+](C)([O-])=O. The product is [CH2:1]([O:3][C:4](=[O:8])[C:5]([C:12]1[S:11][C:10]([Cl:9])=[C:14]([Cl:15])[CH:13]=1)=[O:6])[CH3:2]. The yield is 0.820. (2) The reactants are Br[C:2]1[CH:3]=[C:4]([CH:11]=[CH:12][C:13]=1[O:14][CH3:15])[CH2:5][N:6]1[CH:10]=[N:9][CH:8]=[N:7]1.[N:16]1[O:20][N:19]=[C:18]2[CH:21]=[C:22](B(O)O)[CH:23]=[CH:24][C:17]=12.C1(P(C2C=CC=CC=2)C2C=CC=CC=2)C=CC=CC=1.C(=O)([O-])[O-].[Cs+].[Cs+]. The catalyst is CN(C)C=O.C(=CC(C=CC1C=CC=CC=1)=O)C1C=CC=CC=1.C(=CC(C=CC1C=CC=CC=1)=O)C1C=CC=CC=1.[Pd]. The product is [CH3:15][O:14][C:13]1[CH:12]=[CH:11][C:4]([CH2:5][N:6]2[CH:10]=[N:9][CH:8]=[N:7]2)=[CH:3][C:2]=1[C:22]1[CH:23]=[CH:24][C:17]2[C:18]([CH:21]=1)=[N:19][O:20][N:16]=2. The yield is 0.390. (3) The reactants are [C:1]([O:5][C:6]1[CH:11]=[CH:10][C:9]([CH2:12][C@H:13]([NH:37]C(=O)OCC2C3C=CC=CC=3C3C2=CC=CC=3)[C:14]([N:16]([C@@H:28]([CH3:36])[CH:29]([O:33][CH2:34][CH3:35])[O:30][CH2:31][CH3:32])[CH2:17][C:18]2[CH:27]=[CH:26][CH:25]=[C:24]3[C:19]=2[CH:20]=[CH:21][N:22]=[CH:23]3)=[O:15])=[CH:8][CH:7]=1)([CH3:4])([CH3:3])[CH3:2].N1CCCCC1. No catalyst specified. The product is [NH2:37][C@@H:13]([CH2:12][C:9]1[CH:8]=[CH:7][C:6]([O:5][C:1]([CH3:4])([CH3:3])[CH3:2])=[CH:11][CH:10]=1)[C:14]([N:16]([C@@H:28]([CH3:36])[CH:29]([O:30][CH2:31][CH3:32])[O:33][CH2:34][CH3:35])[CH2:17][C:18]1[CH:27]=[CH:26][CH:25]=[C:24]2[C:19]=1[CH:20]=[CH:21][N:22]=[CH:23]2)=[O:15]. The yield is 1.14. (4) The reactants are [F:1][C@H:2]1[CH2:6][CH2:5][N:4]([CH:7]2[CH2:12][CH2:11][N:10]([C:13]3[CH:18]=[CH:17][C:16]([N+:19]([O-])=O)=[C:15]([O:22][CH3:23])[CH:14]=3)[CH2:9][CH2:8]2)[CH2:3]1.FC1(F)CCCN(C2CCN(C3C=CC(N)=C(OC)C=3)CC2)C1. No catalyst specified. The product is [F:1][C@H:2]1[CH2:6][CH2:5][N:4]([CH:7]2[CH2:12][CH2:11][N:10]([C:13]3[CH:18]=[CH:17][C:16]([NH2:19])=[C:15]([O:22][CH3:23])[CH:14]=3)[CH2:9][CH2:8]2)[CH2:3]1. The yield is 0.860. (5) The reactants are [C:1]([O:5][C:6](=[O:28])[NH:7][C@@H:8]([C:11]1[CH:16]=[CH:15][C:14]([Cl:17])=[C:13]([C:18]([C:20]2[CH:25]=[CH:24][C:23](Br)=[CH:22][N:21]=2)=[O:19])[C:12]=1[F:27])[CH2:9][CH3:10])([CH3:4])([CH3:3])[CH3:2].[OH-].[NH4+:30]. The catalyst is CN1C(=O)CCC1.[Cu-]=O. The product is [C:1]([O:5][C:6](=[O:28])[NH:7][C@@H:8]([C:11]1[CH:16]=[CH:15][C:14]([Cl:17])=[C:13]([C:18]([C:20]2[CH:25]=[CH:24][C:23]([NH2:30])=[CH:22][N:21]=2)=[O:19])[C:12]=1[F:27])[CH2:9][CH3:10])([CH3:4])([CH3:3])[CH3:2]. The yield is 0.700. (6) The reactants are C(N(CC)C(C)C)(C)C.[CH3:10][S:11]([NH2:14])(=[O:13])=[O:12].[Cl:15][C:16]1[C:17]([S:26][C:27]2[CH:32]=[CH:31][C:30]([Cl:33])=[C:29]([Cl:34])[CH:28]=2)=[CH:18][C:19]([F:25])=[C:20]([CH:24]=1)[C:21](O)=[O:22].CN(C)CCCN=C=NCC. The catalyst is CN(C)C1C=CN=CC=1.C(Cl)Cl. The product is [Cl:15][C:16]1[C:17]([S:26][C:27]2[CH:32]=[CH:31][C:30]([Cl:33])=[C:29]([Cl:34])[CH:28]=2)=[CH:18][C:19]([F:25])=[C:20]([CH:24]=1)[C:21]([NH:14][S:11]([CH3:10])(=[O:13])=[O:12])=[O:22]. The yield is 0.730. (7) The product is [O:18]1[C:19]2[CH:20]=[CH:21][C:22]([C:8]3([OH:15])[C:9]4[C:10](=[N:11][CH:12]=[CH:13][CH:14]=4)[N:6]([CH2:1][CH2:2][CH2:3][CH2:4][CH3:5])[C:7]3=[O:16])=[CH:23][C:24]=2[O:25][CH2:17]1. The catalyst is C1COCC1. The yield is 0.930. The reactants are [CH2:1]([N:6]1[C:10]2=[N:11][CH:12]=[CH:13][CH:14]=[C:9]2[C:8](=[O:15])[C:7]1=[O:16])[CH2:2][CH2:3][CH2:4][CH3:5].[CH2:17]1[O:25][C:24]2[CH:23]=[CH:22][C:21](Br)=[CH:20][C:19]=2[O:18]1. (8) The reactants are [CH:1]([O:4][C:5]1[C:10]([C:11]([NH2:13])=[O:12])=[C:9]([CH3:14])[N:8]=[C:7]([O:15][CH:16]([CH3:18])[CH3:17])[CH:6]=1)([CH3:3])[CH3:2].[Li]CCCC.[CH2:24]([O:31][C:32]1[C:39]([CH3:40])=[CH:38][C:35]([C:36]#N)=[CH:34][C:33]=1[CH3:41])[C:25]1[CH:30]=[CH:29][CH:28]=[CH:27][CH:26]=1.O. The catalyst is C1COCC1.C(OCC)(=O)C.C(O)(=O)C. The product is [CH2:24]([O:31][C:32]1[C:33]([CH3:41])=[CH:34][C:35]([C:36]2[NH:13][C:11](=[O:12])[C:10]3[C:5]([O:4][CH:1]([CH3:3])[CH3:2])=[CH:6][C:7]([O:15][CH:16]([CH3:18])[CH3:17])=[N:8][C:9]=3[CH:14]=2)=[CH:38][C:39]=1[CH3:40])[C:25]1[CH:26]=[CH:27][CH:28]=[CH:29][CH:30]=1. The yield is 0.179. (9) The reactants are [Cl:1][C:2]1[N:3]=[CH:4][C:5]2[C:9](Cl)([N:10]=1)[N:8]=[CH:7][N:6]=2.[CH3:12][C:13]1[NH:17][N:16]=[C:15]([NH2:18])[CH:14]=1. The catalyst is C(O)C. The product is [Cl:1][C:2]1[N:3]=[CH:4][C:5]2[C:9]([NH:18][C:15]3[CH:14]=[C:13]([CH3:12])[NH:17][N:16]=3)([N:10]=1)[N:8]=[CH:7][N:6]=2. The yield is 0.580.